From a dataset of Peptide-MHC class I binding affinity with 185,985 pairs from IEDB/IMGT. Regression. Given a peptide amino acid sequence and an MHC pseudo amino acid sequence, predict their binding affinity value. This is MHC class I binding data. (1) The peptide sequence is YPITGVKSL. The MHC is HLA-B07:02 with pseudo-sequence HLA-B07:02. The binding affinity (normalized) is 0.602. (2) The peptide sequence is VLEWRFDSRL. The MHC is HLA-A02:02 with pseudo-sequence HLA-A02:02. The binding affinity (normalized) is 0.338. (3) The peptide sequence is EIDETCEHEY. The MHC is HLA-A30:02 with pseudo-sequence HLA-A30:02. The binding affinity (normalized) is 0.357. (4) The peptide sequence is RPAPARLPL. The MHC is HLA-B58:01 with pseudo-sequence HLA-B58:01. The binding affinity (normalized) is 0.0847. (5) The peptide sequence is LPIFFCLWV. The MHC is Patr-A0701 with pseudo-sequence Patr-A0701. The binding affinity (normalized) is 0.657. (6) The peptide sequence is RLLGTFTWT. The MHC is HLA-A68:02 with pseudo-sequence HLA-A68:02. The binding affinity (normalized) is 0.213. (7) The peptide sequence is PFLALGFFLR. The MHC is HLA-A31:01 with pseudo-sequence HLA-A31:01. The binding affinity (normalized) is 0.517. (8) The peptide sequence is YLWWVNNQSL. The MHC is HLA-A02:02 with pseudo-sequence HLA-A02:02. The binding affinity (normalized) is 0.567.